From a dataset of Forward reaction prediction with 1.9M reactions from USPTO patents (1976-2016). Predict the product of the given reaction. Given the reactants [CH2:1]([O:3][C:4]1[CH:9]=[C:8]([O:10][CH2:11][C:12]2[CH:17]=[CH:16][C:15]([O:18][CH3:19])=[CH:14][CH:13]=2)[N:7]=[CH:6][C:5]=1[C:20]1[CH:25]=[CH:24][C:23]([CH2:26][C:27](O)=[O:28])=[C:22]([F:30])[CH:21]=1)[CH3:2].[NH2:31][C:32]1[CH:39]=[CH:38][C:35]([C:36]#[N:37])=[C:34]([C:40]([F:43])([F:42])[F:41])[CH:33]=1.N1C=CC=CC=1.C(P1(=O)OP(CCC)(=O)OP(CCC)(=O)O1)CC, predict the reaction product. The product is: [C:36]([C:35]1[CH:38]=[CH:39][C:32]([NH:31][C:27](=[O:28])[CH2:26][C:23]2[CH:24]=[CH:25][C:20]([C:5]3[CH:6]=[N:7][C:8]([O:10][CH2:11][C:12]4[CH:13]=[CH:14][C:15]([O:18][CH3:19])=[CH:16][CH:17]=4)=[CH:9][C:4]=3[O:3][CH2:1][CH3:2])=[CH:21][C:22]=2[F:30])=[CH:33][C:34]=1[C:40]([F:41])([F:42])[F:43])#[N:37].